This data is from Full USPTO retrosynthesis dataset with 1.9M reactions from patents (1976-2016). The task is: Predict the reactants needed to synthesize the given product. (1) Given the product [C:24]([N:10]1[C:11]2[C:6](=[CH:5][C:4]3[CH2:12][CH2:13][N:14]([C:17]([O:19][C:20]([CH3:23])([CH3:22])[CH3:21])=[O:18])[CH2:15][CH2:16][C:3]=3[C:2]=2[Cl:1])[CH2:7][CH2:8][CH2:9]1)(=[O:28])[CH3:25], predict the reactants needed to synthesize it. The reactants are: [Cl:1][C:2]1[C:3]2[CH2:16][CH2:15][N:14]([C:17]([O:19][C:20]([CH3:23])([CH3:22])[CH3:21])=[O:18])[CH2:13][CH2:12][C:4]=2[CH:5]=[C:6]2[C:11]=1[NH:10][CH2:9][CH2:8][CH2:7]2.[C:24](Cl)(=[O:28])[CH:25](C)C. (2) Given the product [N:1]1([C:10]2[S:14][C:13]([C:15]([NH:38][OH:39])=[O:17])=[C:12]([O:18][CH2:19][C:20]3[CH:25]=[CH:24][CH:23]=[CH:22][CH:21]=3)[CH:11]=2)[C:5]2[CH:6]=[CH:7][CH:8]=[CH:9][C:4]=2[N:3]=[CH:2]1, predict the reactants needed to synthesize it. The reactants are: [N:1]1([C:10]2[S:14][C:13]([C:15]([OH:17])=O)=[C:12]([O:18][CH2:19][C:20]3[CH:25]=[CH:24][CH:23]=[CH:22][CH:21]=3)[CH:11]=2)[C:5]2[CH:6]=[CH:7][CH:8]=[CH:9][C:4]=2[N:3]=[CH:2]1.CN(C)C=O.C(Cl)(=O)C(Cl)=O.Cl.[NH2:38][OH:39].C(N(CC)CC)C.Cl. (3) Given the product [CH:9]1[NH:8][N:7]=[C:6]2[C:10]=1[C:39]1[CH:44]=[CH:43][CH:42]=[CH:41][C:40]=1[NH:45][C:4]2=[O:3], predict the reactants needed to synthesize it. The reactants are: C([O:3][C:4]([C:6]1[N:7](C(C2C=CC=CC=2)(C2C=CC=CC=2)C2C=CC=CC=2)[N:8]=[CH:9][C:10]=1B1OCCNCCO1)=O)C.Br[C:39]1[CH:44]=[CH:43][CH:42]=[CH:41][C:40]=1[NH2:45]. (4) Given the product [Cl:1][C:2]1[CH:7]=[CH:6][C:5]([CH2:8][N:9]2[CH2:14][CH2:13][N:12]([C:15]([O:17][C:18]([CH3:21])([CH3:20])[CH3:19])=[O:16])[CH2:11][CH2:10]2)=[C:4]([N:22]2[CH2:26][CH2:25][C@H:24]([CH2:27][O:28][S:62]([C:59]3[CH:60]=[CH:61][C:56]([CH3:55])=[CH:57][CH:58]=3)(=[O:64])=[O:63])[CH2:23]2)[CH:3]=1, predict the reactants needed to synthesize it. The reactants are: [Cl:1][C:2]1[CH:7]=[CH:6][C:5]([CH2:8][N:9]2[CH2:14][CH2:13][N:12]([C:15]([O:17][C:18]([CH3:21])([CH3:20])[CH3:19])=[O:16])[CH2:11][CH2:10]2)=[C:4]([N:22]2[CH2:26][CH2:25][C@H:24]([CH2:27][OH:28])[CH2:23]2)[CH:3]=1.N1CC[C@H](CO)C1.N1(C(OC(C)(C)C)=O)CCNCC1.N1C=CC=CC=1.[CH3:55][C:56]1[CH:61]=[CH:60][C:59]([S:62](Cl)(=[O:64])=[O:63])=[CH:58][CH:57]=1. (5) Given the product [Cl:1][C:2]1[CH:3]=[CH:4][C:5]([OH:11])=[C:6]([CH:10]=1)[C:7]([NH:16][C:15]1[CH:17]=[C:18]([C:21]([F:22])([F:23])[F:24])[CH:19]=[CH:20][C:14]=1[C:13]([F:12])([F:25])[F:26])=[O:9], predict the reactants needed to synthesize it. The reactants are: [Cl:1][C:2]1[CH:10]=[C:6]([C:7]([OH:9])=O)[C:5]([OH:11])=[CH:4][CH:3]=1.[F:12][C:13]([F:26])([F:25])[C:14]1[CH:20]=[CH:19][C:18]([C:21]([F:24])([F:23])[F:22])=[CH:17][C:15]=1[NH2:16].